Dataset: Experimentally validated miRNA-target interactions with 360,000+ pairs, plus equal number of negative samples. Task: Binary Classification. Given a miRNA mature sequence and a target amino acid sequence, predict their likelihood of interaction. (1) The miRNA is hsa-miR-6745 with sequence UGGGUGGAAGAAGGUCUGGUU. The protein sequence of the target gene is MEPPSEPEPEPQPLAEASAAAPLRAPEVARLREEQEKVVTNCQEKIQHWEKVDNDYSALQERLRTLPDKLSYDVMVPFGPLAFMPGKLVHTNEVTVLLGDNWFAKCSAKQAVGLVEHRKEHVRKTIDDFKKVLKNFESRVEFTEDLQKMSDAAGDFVDIREEIKSDFEFKGKQRIAHKPHSKPKTSDIFEADFENGVKPKNTFDADELWARLEELERQEELLGELESKPDTVIANGEDRVSSEEEKEGADTGVNVVSPVTDSSAASSCKRRAGNAGLPNGQVNSLNYSVNGSNSYHSNKD.... Result: 0 (no interaction). (2) The miRNA is hsa-miR-4497 with sequence CUCCGGGACGGCUGGGC. The protein sequence of the target gene is MPGRLLRGLWQRWRRYKYRFVPWIALNLSHNPRTLRYVPEESKDKVISDEDVLGTLLKVFQALFLNDFNKQSEILSMLPESVKSKYQDLLAVEHQGVKLLENRHQQQSTFKPEEILYKTLGFSVAQATSSLISAGKGVFVTKGLVPKGAVVSMYPGTVYQKYEPIFFQSIGNPFIFRCLDGVLIDGNDKGISKVVYRSCNGRDRLGPLKMSDSTWLTSEIHNPLAVGQYVNNCSNDRAANVCYQEFDVPAVFPIELKQYLPNIAYSYDKQSPLRCVVLVALRDINQGEELFSNYYTIVS. Result: 0 (no interaction). (3) The miRNA is mmu-miR-465a-5p with sequence UAUUUAGAAUGGCACUGAUGUGA. The protein sequence of the target gene is MTRILTACKVVKTLKSGFGFANVTTKRQWDFSRPGIRLLSVKAKTAHIVLEDGTKMKGYSFGHPSSVAGEVVFNTGLGGYPEALTDPAYKGQILTMANPIIGNGGAPDTTARDELGLNKYMESDGIKVAGLLVLNYSNDYNHWLATKSLGQWLQEEKVPAIYGVDTRMLTKIIRDKGTMLGKIEFEGQSVDFVDPNKQNLIAEVSTKDVKVFGKGNPTKVVAVDCGIKNNVIRLLVKRGAEVHLVPWNHDFTQMEYDGLLIAGGPGNPALAQPLIQNVKKILESDRKEPLFGISTGNIIT.... Result: 0 (no interaction). (4) The miRNA is hsa-miR-33a-3p with sequence CAAUGUUUCCACAGUGCAUCAC. The protein sequence of the target gene is MARKVVSRKRKAPASPGAGSDAQGPQFGWDHSLHKRKRLPPVKRSLVYYLKNREVRLQNETSYSRVLHGYAAQQLPSLLKEREFHLGTLNKVFASQWLNHRQVVCGTKCNTLFVVDVQTSQITKIPILKDREPGGVTQQGCGIHAIELNPSRTLLATGGDNPNSLAIYRLPTLDPVCVGDDGHKDWIFSIAWISDTMAVSGSRDGSMGLWEVTDDVLTKSDARHNVSRVPVYAHITHKALKDIPKEDTNPDNCKVRALAFNNKNKELGAVSLDGYFHLWKAENTLSKLLSTKLPYCRENV.... Result: 1 (interaction). (5) The miRNA is hsa-miR-142-3p with sequence UGUAGUGUUUCCUACUUUAUGGA. The protein sequence of the target gene is MATSNLLKNKGSLQFEDKWDFMRPIVLKLLRQESVTKQQWFDLFSDVHAVCLWDDKGPAKIHQALKEDILEFIKQAQARVLSHQDDTALLKAYIVEWRKFFTQCDILPKPFCQLEITLMGKQGSNKKSNVEDSIVRKLMLDTWNESIFSNIKNRLQDSAMKLVHAERLGEAFDSQLVIGVRESYVNLCSNPEDKLQIYRDNFEKAYLDSTERFYRTQAPSYLQQNGVQNYMKYADAKLKEEEKRALRYLETRRECNSVEALMECCVNALVTSFKETILAECQGMIKRNETEKLHLMFSLM.... Result: 1 (interaction). (6) The miRNA is hsa-miR-148a-3p with sequence UCAGUGCACUACAGAACUUUGU. The protein sequence of the target gene is MMHHCSITKPTFSISISTQKLHHHSSKFLNLGFRIRCESGDVSSPLRTKAVSLSSEMEDSSSLKKSLMELEGKKSEPYPGGMPKMGPFTGRDPNVKKPAWLRQKAPQGERFQEVKESLSRLNLNTVCEEAQCPNIGECWNGGGDGVATATIMVLGDTCTRGCRFCAVKTSRNPPPPDPMEPENTAKAIASWGVDYIVITSVDRDDIPDGGSGHFAQTVKAMKRHKPDIMIECLTSDFRGDLEAVDTLVHSGLDVFAHNVETVKRLQRLVRDPRAGYEQSMSVLKHAKISKPGMITKTSIM.... Result: 0 (no interaction). (7) The miRNA is mmu-miR-802-5p with sequence UCAGUAACAAAGAUUCAUCCUU. The protein sequence of the target gene is MPKRKKQNHHQPPTQQQPPLPEREETGDEEDGSPIGPPSLLGPPPMANGKPGDPKSALHRGPPGSRGPLIPPLLSLPPPPWGRGPIRRGLGPRSSPYGRGWWGVNAEPPFPGPGHGGPTRGSFHKEQRNPRRLKSWSLIKNTCPPKDDPQVMEDKSDRPVCRHFAKKGHCRYEDLCAFYHPGVNGPPL. Result: 0 (no interaction).